From a dataset of Forward reaction prediction with 1.9M reactions from USPTO patents (1976-2016). Predict the product of the given reaction. The product is: [O:1]1[CH:5]=[CH:4][C:3]([C:46]2[CH:54]=[CH:53][CH:52]=[C:51]3[C:47]=2[C:48]2([C:80]4[C:71](=[CH:72][C:73]5[O:78][CH2:77][CH2:76][O:75][C:74]=5[CH:79]=4)[O:70][CH2:69]2)[C:49](=[O:68])[N:50]3[CH3:55])=[CH:2]1. Given the reactants [O:1]1[CH:5]=[CH:4][C:3](B(O)O)=[CH:2]1.N1C2C(=CC=CC=2)C=C(B(O)O)C=1.BrC1C=CC=C2C=1C1(C3=CC4OCOC=4C=C3OC1)C(=O)N2C.Br[C:46]1[CH:54]=[CH:53][CH:52]=[C:51]2[C:47]=1[C:48]1([C:80]3[C:71](=[CH:72][C:73]4[O:78][CH2:77][CH2:76][O:75][C:74]=4[CH:79]=3)[O:70][CH2:69]1)[C:49](=[O:68])[N:50]2[CH:55](C1C=CC=CC=1)C1C=CC=CC=1, predict the reaction product.